From a dataset of Catalyst prediction with 721,799 reactions and 888 catalyst types from USPTO. Predict which catalyst facilitates the given reaction. The catalyst class is: 66. Product: [Cl:37][C:35]1[CH:34]=[CH:33][C:30]([C:31]#[N:32])=[C:29]([NH:28][C@H:23]2[CH2:24][CH2:25][CH2:26][CH2:27][C@@H:22]2[NH:21][C:9](=[O:10])[O:11][C:12]([CH3:13])([CH3:14])[CH3:15])[CH:36]=1. Reactant: [C:9](O[C:9]([O:11][C:12]([CH3:15])([CH3:14])[CH3:13])=[O:10])([O:11][C:12]([CH3:15])([CH3:14])[CH3:13])=[O:10].C1COCC1.[NH2:21][C@H:22]1[CH2:27][CH2:26][CH2:25][CH2:24][C@@H:23]1[NH:28][C:29]1[CH:36]=[C:35]([Cl:37])[CH:34]=[CH:33][C:30]=1[C:31]#[N:32].